Dataset: Forward reaction prediction with 1.9M reactions from USPTO patents (1976-2016). Task: Predict the product of the given reaction. (1) Given the reactants [C:1]1([CH3:11])[C:2](S(Cl)(=O)=O)=CC=C[CH:6]=1.[CH3:12][O:13][CH2:14][CH2:15][CH2:16][N:17]1[C:22]2[CH:23]=[C:24]([CH2:27][O:28][C@@H:29]3[C@@H:34]([C:35]4[CH:40]=[CH:39][C:38]([CH2:41][OH:42])=[CH:37][CH:36]=4)[C@H:33]([O:43][Si](C(C)C)(C(C)C)C(C)C)[CH2:32][NH:31][CH2:30]3)[CH:25]=[CH:26][C:21]=2[O:20][CH2:19][CH2:18]1.[C:54](OCC)(=[O:56])[CH3:55], predict the reaction product. The product is: [CH2:54]([O:56][CH2:6][C@H:1]([CH3:2])[CH2:11][O:42][CH2:41][C:38]1[CH:39]=[CH:40][C:35]([C@@H:34]2[C@@H:29]([O:28][CH2:27][C:24]3[CH:25]=[CH:26][C:21]4[O:20][CH2:19][CH2:18][N:17]([CH2:16][CH2:15][CH2:14][O:13][CH3:12])[C:22]=4[CH:23]=3)[CH2:30][NH:31][CH2:32][C@H:33]2[OH:43])=[CH:36][CH:37]=1)[CH3:55]. (2) Given the reactants C([O:3][C:4]([C:6]1[C:7]([NH:13][C:14]2[CH:19]=[CH:18][CH:17]=[C:16]([CH:20]([OH:22])[CH3:21])[CH:15]=2)=[N:8][C:9](Cl)=[N:10][CH:11]=1)=[O:5])C.Cl.[Cl:24][C:25]1[CH:26]=[C:27]([CH2:33][CH2:34][NH2:35])[CH:28]=[C:29]([Cl:32])[C:30]=1[OH:31].C(N(C(C)C)CC)(C)C.[OH-].[Na+], predict the reaction product. The product is: [Cl:24][C:25]1[CH:26]=[C:27]([CH2:33][CH2:34][NH:35][C:9]2[N:8]=[C:7]([NH:13][C:14]3[CH:19]=[CH:18][CH:17]=[C:16]([CH:20]([OH:22])[CH3:21])[CH:15]=3)[C:6]([C:4]([OH:3])=[O:5])=[CH:11][N:10]=2)[CH:28]=[C:29]([Cl:32])[C:30]=1[OH:31]. (3) Given the reactants [CH3:1][N:2]([S:9]([C:12]1[CH:17]=[CH:16][C:15]([F:18])=[CH:14][CH:13]=1)(=[O:11])=[O:10])/[C:3](=[CH:7]\[CH3:8])/[C:4]([OH:6])=O.CCOC(OC(OCC)=O)=O.[F:30][C:31]([F:48])([F:47])[O:32][C:33]1[CH:38]=[CH:37][C:36]([C:39]2[CH:44]=[C:43]([CH2:45][NH2:46])[CH:42]=[CH:41][N:40]=2)=[CH:35][CH:34]=1, predict the reaction product. The product is: [CH3:1][N:2]([S:9]([C:12]1[CH:17]=[CH:16][C:15]([F:18])=[CH:14][CH:13]=1)(=[O:11])=[O:10])/[C:3](=[CH:7]\[CH3:8])/[C:4]([NH:46][CH2:45][C:43]1[CH:42]=[CH:41][N:40]=[C:39]([C:36]2[CH:35]=[CH:34][C:33]([O:32][C:31]([F:48])([F:30])[F:47])=[CH:38][CH:37]=2)[CH:44]=1)=[O:6]. (4) Given the reactants [NH2:1][C:2]1[C:11]2[C:6](=[CH:7][C:8]([CH2:12][NH:13][C:14](=[O:38])[C@@H:15]3[CH2:19][CH2:18][CH2:17][N:16]3[C:20](=[O:37])[C@@:21](CC(OCCC)=O)([NH2:29])[CH2:22][CH:23]3[CH2:28][CH2:27][CH2:26][CH2:25][CH2:24]3)=[CH:9][CH:10]=2)[CH:5]=[CH:4][N:3]=1.[OH-:39].[Li+].[CH2:41]([CH2:44][O:45]C)OC, predict the reaction product. The product is: [NH2:1][C:2]1[C:11]2[C:6](=[CH:7][C:8]([CH2:12][NH:13][C:14](=[O:38])[C@@H:15]3[CH2:19][CH2:18][CH2:17][N:16]3[C:20](=[O:37])[C@H:21]([NH:29][CH2:41][C:44]([OH:45])=[O:39])[CH2:22][CH:23]3[CH2:28][CH2:27][CH2:26][CH2:25][CH2:24]3)=[CH:9][CH:10]=2)[CH:5]=[CH:4][N:3]=1. (5) The product is: [CH3:4][CH:3]([CH3:5])[CH2:2][CH2:1][O:29][C:19]1[CH:20]=[CH:21][CH:22]=[C:23]2[C:18]=1[C:17](=[O:30])[C:16]1[C:25]3[C:24]2=[N:28][NH:27][C:26]=3[CH:13]=[CH:14][CH:15]=1. Given the reactants [CH2:1](Br)[CH2:2][CH:3]([CH3:5])[CH3:4].COCCOC[C:13]1[C:26]2[NH:27][N:28]=[C:24]3[C:25]=2[C:16]([C:17](=[O:30])[C:18]2[C:23]3=[CH:22][CH:21]=[CH:20][C:19]=2[OH:29])=[CH:15][CH:14]=1.C(=O)([O-])[O-].[K+].[K+].O, predict the reaction product. (6) Given the reactants [OH:1][CH2:2][C:3]1([C:6]#[N:7])[CH2:5][CH2:4]1.N1C=CC=CC=1.[C:14]1([CH3:24])[CH:19]=[CH:18][C:17]([S:20](Cl)(=[O:22])=[O:21])=[CH:16][CH:15]=1, predict the reaction product. The product is: [C:6]([C:3]1([CH2:2][O:1][S:20]([C:17]2[CH:18]=[CH:19][C:14]([CH3:24])=[CH:15][CH:16]=2)(=[O:22])=[O:21])[CH2:5][CH2:4]1)#[N:7]. (7) Given the reactants [C:1](Cl)(=O)[C:2]([Cl:4])=[O:3].[Br:7][C:8]1[CH:16]=[CH:15][C:11](C(O)=O)=[C:10](C)[CH:9]=1, predict the reaction product. The product is: [Br:7][C:8]1[CH:16]=[CH:15][C:1]([C:2]([Cl:4])=[O:3])=[C:10]([CH3:11])[CH:9]=1.